Predict the reaction yield, written as a fraction of the theoretical maximum amount of product (1.0 means a 100% yield; for example, 0.34 means a 34% yield). From a dataset of Reaction yield outcomes from USPTO patents with 853,638 reactions. (1) The reactants are [CH3:1][O:2][C:3]1[CH:8]=[CH:7][C:6]([Mg]Br)=[CH:5][CH:4]=1.[N:11]12[CH2:18][CH2:17][C:14]([C:19]([O:21]CC)=O)([CH2:15][CH2:16]1)[CH2:13][CH2:12]2. The catalyst is C1COCC1. The product is [N:11]12[CH2:12][CH2:13][C:14]([C:19]([C:6]3[CH:7]=[CH:8][C:3]([O:2][CH3:1])=[CH:4][CH:5]=3)([C:6]3[CH:7]=[CH:8][C:3]([O:2][CH3:1])=[CH:4][CH:5]=3)[OH:21])([CH2:15][CH2:16]1)[CH2:17][CH2:18]2. The yield is 0.890. (2) The reactants are [F:1][C:2]([F:15])([C:8]1[CH:13]=[CH:12][CH:11]=[C:10]([OH:14])[CH:9]=1)[C:3]([O:5][CH2:6][CH3:7])=[O:4].CS(O[CH2:21][CH2:22][N:23]1[CH2:28][CH2:27][C:26]([F:30])([F:29])[CH2:25][CH2:24]1)(=O)=O.C(=O)([O-])[O-].[K+].[K+]. The catalyst is C1(C)C=CC=CC=1.[I-].C([N+](CCCC)(CCCC)CCCC)CCC. The product is [F:29][C:26]1([F:30])[CH2:27][CH2:28][N:23]([CH2:22][CH2:21][O:14][C:10]2[CH:9]=[C:8]([C:2]([F:15])([F:1])[C:3]([O:5][CH2:6][CH3:7])=[O:4])[CH:13]=[CH:12][CH:11]=2)[CH2:24][CH2:25]1. The yield is 0.600. (3) The reactants are [CH2:1]1[C:10]2[CH:9]=[CH:8][CH:7]=[C:6]([OH:11])[C:5]=2[CH2:4][CH2:3][CH2:2]1.[CH3:12]OS(OC)(=O)=O.C([O-])([O-])=O.[K+].[K+]. The catalyst is CC(C)=O. The product is [CH3:12][O:11][C:6]1[CH:7]=[CH:8][CH:9]=[C:10]2[C:5]=1[CH2:4][CH2:3][CH2:2][CH2:1]2. The yield is 0.900.